Dataset: Reaction yield outcomes from USPTO patents with 853,638 reactions. Task: Predict the reaction yield, written as a fraction of the theoretical maximum amount of product (1.0 means a 100% yield; for example, 0.34 means a 34% yield). (1) The reactants are [CH:1]1([CH2:4][C:5]([NH:7][NH:8][C:9]2[C:14]([CH3:15])=[C:13]([N:16]3[CH2:21][CH2:20][CH:19]([C:22]4[CH:27]=[CH:26][CH:25]=[CH:24][CH:23]=4)[CH2:18][CH2:17]3)[N:12]=[CH:11][N:10]=2)=O)[CH2:3][CH2:2]1.CC[N+](S(N=C(OC)[O-])(=O)=O)(CC)CC. The catalyst is C1COCC1. The product is [CH:1]1([CH2:4][C:5]2[N:10]3[CH:11]=[N:12][C:13]([N:16]4[CH2:21][CH2:20][CH:19]([C:22]5[CH:27]=[CH:26][CH:25]=[CH:24][CH:23]=5)[CH2:18][CH2:17]4)=[C:14]([CH3:15])[C:9]3=[N:8][N:7]=2)[CH2:3][CH2:2]1. The yield is 0.500. (2) The reactants are [CH:1]([N:4]1[C:8]([C:9]2[N:18]=[C:17]3[N:11]([CH2:12][CH2:13][O:14][C:15]4[CH:22]=[C:21]([OH:23])[N:20]=[CH:19][C:16]=43)[CH:10]=2)=[N:7][CH:6]=[N:5]1)([CH3:3])[CH3:2].O[C:25]([CH3:32])([CH3:31])[C:26]([O:28][CH2:29][CH3:30])=[O:27].CO. The catalyst is C(Cl)Cl. The product is [CH2:29]([O:28][C:26](=[O:27])[C:25]([O:23][C:21]1[N:20]=[CH:19][C:16]2[C:17]3[N:11]([CH2:12][CH2:13][O:14][C:15]=2[CH:22]=1)[CH:10]=[C:9]([C:8]1[N:4]([CH:1]([CH3:3])[CH3:2])[N:5]=[CH:6][N:7]=1)[N:18]=3)([CH3:32])[CH3:31])[CH3:30]. The yield is 0.400.